Dataset: Full USPTO retrosynthesis dataset with 1.9M reactions from patents (1976-2016). Task: Predict the reactants needed to synthesize the given product. (1) The reactants are: [C:1]([O:5][C:6]1[CH:7]=[CH:8][C:9]2[CH2:10][NH:11][CH2:12][CH2:13][O:14][C:15]=2[N:16]=1)([CH3:4])([CH3:3])[CH3:2].[C:17]([OH:24])(=[O:23])[CH2:18][CH2:19][C:20]([OH:22])=[O:21].CO. Given the product [C:17]([OH:24])(=[O:23])[CH2:18][CH2:19][C:20]([OH:22])=[O:21].[C:1]([O:5][C:6]1[CH:7]=[CH:8][C:9]2[CH2:10][NH:11][CH2:12][CH2:13][O:14][C:15]=2[N:16]=1)([CH3:4])([CH3:2])[CH3:3], predict the reactants needed to synthesize it. (2) Given the product [Cl:8][C:9]1[N:14]=[C:13]([C:15]2[CH:20]=[CH:19][CH:18]=[C:17]([O:21][CH3:22])[CH:16]=2)[C:12]([CH2:23][C:24]([N:31]2[C:35]3[CH:36]=[CH:37][CH:38]=[CH:39][C:34]=3[N:33]=[N:32]2)=[O:26])=[CH:11][CH:10]=1, predict the reactants needed to synthesize it. The reactants are: C(N(CC)CC)C.[Cl:8][C:9]1[N:14]=[C:13]([C:15]2[CH:20]=[CH:19][CH:18]=[C:17]([O:21][CH3:22])[CH:16]=2)[C:12]([CH2:23][C:24]([OH:26])=O)=[CH:11][CH:10]=1.CS([N:31]1[C:35]2[CH:36]=[CH:37][CH:38]=[CH:39][C:34]=2[N:33]=[N:32]1)(=O)=O. (3) The reactants are: [C:1]([N:4]1[CH2:10][C:9]2[CH:11]=[C:12](/[CH:15]=[CH:16]/[C:17]([N:19]([CH3:31])[CH2:20][C:21]3[O:22][C:23]4[CH:30]=[CH:29][CH:28]=[CH:27][C:24]=4[C:25]=3[CH3:26])=[O:18])[CH:13]=[N:14][C:8]=2[NH:7][CH2:6][CH2:5]1)(=[O:3])[CH3:2].[ClH:32]. Given the product [ClH:32].[C:1]([N:4]1[CH2:10][C:9]2[CH:11]=[C:12](/[CH:15]=[CH:16]/[C:17]([N:19]([CH3:31])[CH2:20][C:21]3[O:22][C:23]4[CH:30]=[CH:29][CH:28]=[CH:27][C:24]=4[C:25]=3[CH3:26])=[O:18])[CH:13]=[N:14][C:8]=2[NH:7][CH2:6][CH2:5]1)(=[O:3])[CH3:2], predict the reactants needed to synthesize it. (4) The reactants are: Cl[C:2]1[CH:7]=[C:6]([C:8]2[CH:13]=[CH:12][CH:11]=[C:10]([C:14]#[C:15][C@:16]3([OH:23])[CH2:20][CH2:19][N:18]([CH3:21])[C:17]3=[O:22])[CH:9]=2)[N:5]=[C:4]([C:24]([O:26][CH2:27][CH3:28])=[O:25])[CH:3]=1.[CH3:29][N:30]1[C:34](B(O)O)=[CH:33][CH:32]=[N:31]1. Given the product [OH:23][C@@:16]1([C:15]#[C:14][C:10]2[CH:9]=[C:8]([C:6]3[N:5]=[C:4]([C:24]([O:26][CH2:27][CH3:28])=[O:25])[CH:3]=[C:2]([C:34]4[N:30]([CH3:29])[N:31]=[CH:32][CH:33]=4)[CH:7]=3)[CH:13]=[CH:12][CH:11]=2)[CH2:20][CH2:19][N:18]([CH3:21])[C:17]1=[O:22], predict the reactants needed to synthesize it. (5) Given the product [NH2:1][C:2](=[O:29])[CH2:3][N:4]1[C:13]2[C:8](=[N:9][CH:10]=[C:11]([CH2:14][C:15]3[CH:20]=[CH:19][C:18]([F:21])=[CH:17][CH:16]=3)[CH:12]=2)[C:7]([OH:22])=[C:6]([C:23]([NH:30][CH2:31][CH2:32][N:33]2[CH2:38][CH2:37][O:36][CH2:35][CH2:34]2)=[O:24])[C:5]1=[O:28], predict the reactants needed to synthesize it. The reactants are: [NH2:1][C:2](=[O:29])[CH2:3][N:4]1[C:13]2[C:8](=[N:9][CH:10]=[C:11]([CH2:14][C:15]3[CH:20]=[CH:19][C:18]([F:21])=[CH:17][CH:16]=3)[CH:12]=2)[C:7]([OH:22])=[C:6]([C:23](OCC)=[O:24])[C:5]1=[O:28].[NH2:30][CH2:31][CH2:32][N:33]1[CH2:38][CH2:37][O:36][CH2:35][CH2:34]1. (6) Given the product [NH2:1][CH:4]([C:6]1[CH:7]=[C:8]2[N:13]([C:14]=1[C:15]1[CH2:16][CH2:17][N:18]([C:21]([O:23][C:24]([CH3:25])([CH3:27])[CH3:26])=[O:22])[CH2:19][CH:20]=1)[CH:12]=[CH:11][CH:10]=[CH:9]2)[CH3:5], predict the reactants needed to synthesize it. The reactants are: [N:1]([CH:4]([C:6]1[CH:7]=[C:8]2[N:13]([C:14]=1[C:15]1[CH2:16][CH2:17][N:18]([C:21]([O:23][C:24]([CH3:27])([CH3:26])[CH3:25])=[O:22])[CH2:19][CH:20]=1)[CH:12]=[CH:11][CH:10]=[CH:9]2)[CH3:5])=[N+]=[N-]. (7) Given the product [F:26][C:27]1[CH:28]=[CH:29][C:30]([N:33]2[C:37]([C:38]([OH:40])=[O:39])=[CH:36][N:35]=[CH:34]2)=[CH:31][CH:32]=1, predict the reactants needed to synthesize it. The reactants are: CN1C=C(CN(C)C(C2N(C3C=CC(F)=CC=3)C(S)=NC=2)=O)C(C)=N1.[F:26][C:27]1[CH:32]=[CH:31][C:30]([N:33]2[C:37]([C:38]([O:40]CC)=[O:39])=[CH:36][N:35]=[CH:34]2)=[CH:29][CH:28]=1.[OH-].[Li+].C1COCC1.